This data is from Forward reaction prediction with 1.9M reactions from USPTO patents (1976-2016). The task is: Predict the product of the given reaction. Given the reactants [CH2:1]([O:3][C:4]1[CH:5]=[CH:6][C:7]([CH3:11])=[C:8]([OH:10])[CH:9]=1)[CH3:2].Br[C:13]1[S:14][CH:15]=[C:16]([C:18]([NH:20][C:21]2[C:22]([O:43][CH3:44])=[N:23][C:24]([NH:29][CH2:30][CH2:31][N:32]([CH:40]([CH3:42])[CH3:41])[C:33](=[O:39])[O:34][C:35]([CH3:38])([CH3:37])[CH3:36])=[N:25][C:26]=2[O:27][CH3:28])=[O:19])[N:17]=1.C(C1C=C(C=CC=1)OC1OC=C(C(OCC)=O)N=1)(C)(C)C, predict the reaction product. The product is: [CH2:1]([O:3][C:4]1[CH:5]=[CH:6][C:7]([CH3:11])=[C:8]([CH:9]=1)[O:10][C:13]1[S:14][CH:15]=[C:16]([C:18]([NH:20][C:21]2[C:22]([O:43][CH3:44])=[N:23][C:24]([NH:29][CH2:30][CH2:31][N:32]([CH:40]([CH3:41])[CH3:42])[C:33](=[O:39])[O:34][C:35]([CH3:37])([CH3:38])[CH3:36])=[N:25][C:26]=2[O:27][CH3:28])=[O:19])[N:17]=1)[CH3:2].